From a dataset of Forward reaction prediction with 1.9M reactions from USPTO patents (1976-2016). Predict the product of the given reaction. (1) Given the reactants [Cl:1][C:2]1[C:3]2[CH:12]=[CH:11][S:10][C:4]=2[N:5]=[C:6](SC)[N:7]=1.[CH2:13]1COCC1.O[O:19][S:20]([O-:22])=O.[K+], predict the reaction product. The product is: [Cl:1][C:2]1[C:3]2[CH:12]=[CH:11][S:10][C:4]=2[N:5]=[C:6]([S:20]([CH3:13])(=[O:22])=[O:19])[N:7]=1. (2) The product is: [CH:1]([N:4]1[C:8]([C:9]2[N:10]=[C:11]3[C:17]4[CH:18]=[N:19][C:20]([N:22]5[CH2:27][CH2:26][N:25]([CH2:28][C:29]([N:34]([CH3:35])[CH3:33])=[O:30])[CH2:24][CH2:23]5)=[CH:21][C:16]=4[O:15][CH2:14][CH2:13][N:12]3[CH:32]=2)=[N:7][CH:6]=[N:5]1)([CH3:3])[CH3:2]. Given the reactants [CH:1]([N:4]1[C:8]([C:9]2[N:10]=[C:11]3[C:17]4[CH:18]=[N:19][C:20]([N:22]5[CH2:27][CH2:26][N:25]([CH2:28][C:29](O)=[O:30])[CH2:24][CH2:23]5)=[CH:21][C:16]=4[O:15][CH2:14][CH2:13][N:12]3[CH:32]=2)=[N:7][CH:6]=[N:5]1)([CH3:3])[CH3:2].[CH3:33][N:34](C)[CH:35]=O.C(N(CC)C(C)C)(C)C.F[P-](F)(F)(F)(F)F.C[N+](C)=C(N(C)C)ON1C2N=CC=CC=2N=N1, predict the reaction product. (3) Given the reactants [OH:1][C:2]1[C:3]([C:8]([OH:10])=O)=[N:4][CH:5]=[CH:6][CH:7]=1.C(N(C(C)C)CC)(C)C.ON1C2C=CC=CC=2N=N1.Cl.[C:31]([O:35][C:36](=[O:39])[CH2:37][NH2:38])([CH3:34])([CH3:33])[CH3:32], predict the reaction product. The product is: [C:31]([O:35][C:36](=[O:39])[CH2:37][NH:38][C:8]([C:3]1[C:2]([OH:1])=[CH:7][CH:6]=[CH:5][N:4]=1)=[O:10])([CH3:34])([CH3:33])[CH3:32].